From a dataset of Catalyst prediction with 721,799 reactions and 888 catalyst types from USPTO. Predict which catalyst facilitates the given reaction. Product: [CH3:26][O:25][N:24]([CH3:23])[C:10]([CH:8]1[CH2:9][C:6](=[CH2:5])[CH2:7]1)=[O:12]. Reactant: S(Cl)(Cl)=O.[CH2:5]=[C:6]1[CH2:9][CH:8]([C:10]([OH:12])=O)[CH2:7]1.C(N(CC)C(C)C)(C)C.Cl.[CH3:23][NH:24][O:25][CH3:26]. The catalyst class is: 2.